This data is from Reaction yield outcomes from USPTO patents with 853,638 reactions. The task is: Predict the reaction yield, written as a fraction of the theoretical maximum amount of product (1.0 means a 100% yield; for example, 0.34 means a 34% yield). (1) The reactants are I[C:2]1[C:7]([C:8]([NH:10][CH3:11])=[O:9])=[CH:6][N:5]=[C:4]([N:12]2[CH2:17][CH2:16][N:15]([CH3:18])[CH2:14][CH2:13]2)[CH:3]=1.C(=O)([O-])[O-].[Na+].[Na+].[C:25]1([CH3:34])[CH:30]=[CH:29][CH:28]=[CH:27][C:26]=1B(O)O. The catalyst is C1(C)C=CC=CC=1.C1C=CC([P]([Pd]([P](C2C=CC=CC=2)(C2C=CC=CC=2)C2C=CC=CC=2)([P](C2C=CC=CC=2)(C2C=CC=CC=2)C2C=CC=CC=2)[P](C2C=CC=CC=2)(C2C=CC=CC=2)C2C=CC=CC=2)(C2C=CC=CC=2)C2C=CC=CC=2)=CC=1. The product is [CH3:11][NH:10][C:8](=[O:9])[C:7]1[C:2]([C:26]2[CH:27]=[CH:28][CH:29]=[CH:30][C:25]=2[CH3:34])=[CH:3][C:4]([N:12]2[CH2:17][CH2:16][N:15]([CH3:18])[CH2:14][CH2:13]2)=[N:5][CH:6]=1. The yield is 0.630. (2) The catalyst is ClCCl. The product is [F:1][C:2]1[CH:37]=[C:36]([NH:38][C:39]([NH:41][C:42]2[CH:46]=[C:45]([CH3:47])[O:44][N:43]=2)=[O:40])[CH:35]=[CH:34][C:3]=1[O:4][C:5]1[CH:10]=[CH:9][N:8]=[C:7]2[CH:11]=[C:12]([C:14]3[CH:15]=[CH:16][C:17]([CH2:20][CH2:21][NH:22][CH2:30][CH2:31][O:32][CH3:33])=[CH:18][N:19]=3)[S:13][C:6]=12. The reactants are [F:1][C:2]1[CH:37]=[C:36]([NH:38][C:39]([NH:41][C:42]2[CH:46]=[C:45]([CH3:47])[O:44][N:43]=2)=[O:40])[CH:35]=[CH:34][C:3]=1[O:4][C:5]1[CH:10]=[CH:9][N:8]=[C:7]2[CH:11]=[C:12]([C:14]3[N:19]=[CH:18][C:17]([CH2:20][CH2:21][N:22]([CH2:30][CH2:31][O:32][CH3:33])C(=O)OC(C)(C)C)=[CH:16][CH:15]=3)[S:13][C:6]=12.C(O)(C(F)(F)F)=O. The yield is 0.870.